From a dataset of Catalyst prediction with 721,799 reactions and 888 catalyst types from USPTO. Predict which catalyst facilitates the given reaction. (1) Reactant: [S:1]1[C:5]2[CH:6]=[CH:7][CH:8]=[CH:9][C:4]=2[N:3]=[C:2]1[N:10]1[C:14](=[O:15])[CH:13]=[C:12]([C:16]2[S:17][CH:18]=[CH:19][CH:20]=2)[NH:11]1.CO[CH:23](OC)[N:24]([CH3:26])[CH3:25]. Product: [S:1]1[C:5]2[CH:6]=[CH:7][CH:8]=[CH:9][C:4]=2[N:3]=[C:2]1[N:10]1[C:14](=[O:15])[C:13](=[CH:23][N:24]([CH3:26])[CH3:25])[C:12]([C:16]2[S:17][CH:18]=[CH:19][CH:20]=2)=[N:11]1. The catalyst class is: 1. (2) The catalyst class is: 34. Reactant: [Cl:1][C:2]1[CH:11]=[CH:10][CH:9]=[C:8]2[C:3]=1[C:4](=[O:30])[N:5]([CH2:24][CH2:25][CH2:26][CH2:27][C:28]#[N:29])[C:6]([C@@H:12]([NH:16][C:17](=[O:23])[O:18][C:19]([CH3:22])([CH3:21])[CH3:20])[CH:13]1[CH2:15][CH2:14]1)=[N:7]2.CC[OH:33].O. Product: [NH2:29][C:28](=[O:33])[CH2:27][CH2:26][CH2:25][CH2:24][N:5]1[C:4](=[O:30])[C:3]2[C:8](=[CH:9][CH:10]=[CH:11][C:2]=2[Cl:1])[N:7]=[C:6]1[C@@H:12]([NH:16][C:17](=[O:23])[O:18][C:19]([CH3:22])([CH3:20])[CH3:21])[CH:13]1[CH2:15][CH2:14]1.